This data is from Forward reaction prediction with 1.9M reactions from USPTO patents (1976-2016). The task is: Predict the product of the given reaction. (1) Given the reactants [F:1][C:2]1[C:11]2[C:6](=[CH:7][CH:8]=[CH:9][CH:10]=2)[C:5]([C:12]2[O:16][C:15]([N:17]3[CH:21]=[CH:20][N:19]=[C:18]3[CH3:22])=[N:14][C:13]=2[CH2:23][CH2:24][CH2:25][CH2:26][OH:27])=[CH:4][CH:3]=1.[CH3:28][C:29]1[CH:34]=[CH:33][CH:32]=[CH:31][C:30]=1O.C(P(CCCC)CCCC)CCC.N(C(N1CCCCC1)=O)=NC(N1CCCCC1)=O, predict the reaction product. The product is: [F:1][C:2]1[C:11]2[C:6](=[CH:7][CH:8]=[CH:9][CH:10]=2)[C:5]([C:12]2[O:16][C:15]([N:17]3[CH:21]=[CH:20][N:19]=[C:18]3[CH3:22])=[N:14][C:13]=2[CH2:23][CH2:24][CH2:25][CH2:26][O:27][C:30]2[CH:31]=[CH:32][CH:33]=[CH:34][C:29]=2[CH3:28])=[CH:4][CH:3]=1. (2) Given the reactants C(OC([N:8]1[CH2:16][C:15]2[C:10](=[CH:11][CH:12]=[C:13]([N:17]3[CH2:22][CH2:21][N:20]([CH3:23])[CH2:19][CH2:18]3)[CH:14]=2)[CH2:9]1)=O)(C)(C)C.[ClH:24].O1CCOCC1, predict the reaction product. The product is: [ClH:24].[ClH:24].[CH3:23][N:20]1[CH2:21][CH2:22][N:17]([C:13]2[CH:14]=[C:15]3[C:10](=[CH:11][CH:12]=2)[CH2:9][NH:8][CH2:16]3)[CH2:18][CH2:19]1. (3) Given the reactants [Cl:1][C:2]1[C:21]([CH3:22])=[CH:20][C:5]([O:6][CH2:7][CH:8]([CH3:19])[CH2:9][C:10]2[C:18]3[C:13](=[CH:14][CH:15]=[CH:16][CH:17]=3)[NH:12][CH:11]=2)=[CH:4][C:3]=1[CH3:23].Br[CH2:25][CH2:26][C:27]([O:29]CC)=[O:28].C(=O)([O-])[O-].[Cs+].[Cs+], predict the reaction product. The product is: [Cl:1][C:2]1[C:21]([CH3:22])=[CH:20][C:5]([O:6][CH2:7][CH:8]([CH3:19])[CH2:9][C:10]2[C:18]3[C:13](=[CH:14][CH:15]=[CH:16][CH:17]=3)[N:12]([CH2:25][CH2:26][C:27]([OH:29])=[O:28])[CH:11]=2)=[CH:4][C:3]=1[CH3:23]. (4) Given the reactants [C:1]([N:8]1[CH2:15][CH2:14][CH2:13][C@H:9]1[C:10]([OH:12])=[O:11])([O:3][C:4]([CH3:7])([CH3:6])[CH3:5])=[O:2].C(N(CC)CC)C.[CH2:23](Br)[C:24]([C:26]1[CH:31]=[CH:30][CH:29]=[CH:28][CH:27]=1)=[O:25].O, predict the reaction product. The product is: [CH2:23]([O:11][C:10](=[O:12])[C@@H:9]1[CH2:13][CH2:14][CH2:15][N:8]1[C:1]([O:3][C:4]([CH3:7])([CH3:6])[CH3:5])=[O:2])[C:24]([C:26]1[CH:31]=[CH:30][CH:29]=[CH:28][CH:27]=1)=[O:25].